From a dataset of Full USPTO retrosynthesis dataset with 1.9M reactions from patents (1976-2016). Predict the reactants needed to synthesize the given product. Given the product [CH:13]([N:1]1[CH2:6][CH2:5][O:4][CH2:3][CH2:2]1)=[CH:14][CH3:15], predict the reactants needed to synthesize it. The reactants are: [NH:1]1[CH2:6][CH2:5][O:4][CH2:3][CH2:2]1.C(=O)([O-])[O-].[K+].[K+].[CH:13](=O)[CH2:14][CH3:15].